This data is from Full USPTO retrosynthesis dataset with 1.9M reactions from patents (1976-2016). The task is: Predict the reactants needed to synthesize the given product. (1) Given the product [CH3:18][C:19]([NH:30][C:15]([C:7]1[CH:6]=[N:5][C:4]([CH:1]2[CH2:2][CH2:3]2)=[C:9]([O:10][CH2:11][CH:12]2[CH2:13][CH2:14]2)[N:8]=1)=[O:17])([CH3:29])[CH2:20][CH:21]([C:23]1[CH:24]=[CH:25][N:26]=[CH:27][CH:28]=1)[CH3:22], predict the reactants needed to synthesize it. The reactants are: [CH:1]1([C:4]2[N:5]=[CH:6][C:7]([C:15]([OH:17])=O)=[N:8][C:9]=2[O:10][CH2:11][CH:12]2[CH2:14][CH2:13]2)[CH2:3][CH2:2]1.[CH3:18][C:19]([NH2:30])([CH3:29])[CH2:20][CH:21]([C:23]1[CH:28]=[CH:27][N:26]=[CH:25][CH:24]=1)[CH3:22]. (2) Given the product [Cl:29][C:23]1[CH:22]=[C:21]([C:18]2[CH:19]=[CH:20][N:16]([CH2:15][C@@H:14]([NH:13][C:10]([C:2]3[CH:3]=[C:4]4[CH2:9][CH2:8][CH2:7][CH2:6][N:5]4[N:1]=3)=[O:12])[CH3:30])[N:17]=2)[CH:28]=[CH:27][C:24]=1[C:25]#[N:26], predict the reactants needed to synthesize it. The reactants are: [N:1]1[N:5]2[CH2:6][CH2:7][CH2:8][CH2:9][C:4]2=[CH:3][C:2]=1[C:10]([OH:12])=O.[NH2:13][C@@H:14]([CH3:30])[CH2:15][N:16]1[CH:20]=[CH:19][C:18]([C:21]2[CH:28]=[CH:27][C:24]([C:25]#[N:26])=[C:23]([Cl:29])[CH:22]=2)=[N:17]1. (3) Given the product [OH:1][CH:2]1[C:12]2[C:7](=[N:8][CH:9]=[C:10]([C:13]3[CH:14]=[CH:15][CH:16]=[CH:17][CH:18]=3)[CH:11]=2)[CH:6]=[CH:5][C:4]2[CH:19]=[CH:20][C:21]([NH:23][S:24]([CH3:27])(=[O:26])=[O:25])=[CH:22][C:3]1=2, predict the reactants needed to synthesize it. The reactants are: [O:1]=[C:2]1[C:12]2[C:7](=[N:8][CH:9]=[C:10]([C:13]3[CH:18]=[CH:17][CH:16]=[CH:15][CH:14]=3)[CH:11]=2)[CH:6]=[CH:5][C:4]2[CH:19]=[CH:20][C:21]([NH:23][S:24]([CH3:27])(=[O:26])=[O:25])=[CH:22][C:3]1=2.[BH4-].[Na+].Cl. (4) Given the product [C:1]([O:5][C:6]([N:8]1[CH2:13][CH2:12][CH:11]([NH:14][C:15]2[CH:20]=[CH:19][CH:18]=[CH:17][C:16]=2[O:21][CH2:22][C:23]([OH:25])=[O:24])[CH2:10][CH2:9]1)=[O:7])([CH3:4])([CH3:2])[CH3:3], predict the reactants needed to synthesize it. The reactants are: [C:1]([O:5][C:6]([N:8]1[CH2:13][CH2:12][CH:11]([NH:14][C:15]2[CH:20]=[CH:19][CH:18]=[CH:17][C:16]=2[O:21][CH2:22][C:23]([O:25]C)=[O:24])[CH2:10][CH2:9]1)=[O:7])([CH3:4])([CH3:3])[CH3:2].[OH-].[Na+].Cl. (5) Given the product [C:9]([O:8][C:6]([N:13]1[CH2:18][CH2:17][C:16]([CH2:1][CH2:2][CH2:3][CH3:4])([OH:19])[CH2:15][CH2:14]1)=[O:7])([CH3:12])([CH3:11])[CH3:10], predict the reactants needed to synthesize it. The reactants are: [CH2:1]([Li])[CH2:2][CH2:3][CH3:4].[C:6]([N:13]1[CH2:18][CH2:17][C:16](=[O:19])[CH2:15][CH2:14]1)([O:8][C:9]([CH3:12])([CH3:11])[CH3:10])=[O:7]. (6) Given the product [CH2:4]([N:11]1[CH2:15][CH2:14][CH:13]([N:16]=[C:1]=[S:3])[CH2:12]1)[C:5]1[CH:6]=[CH:7][CH:8]=[CH:9][CH:10]=1, predict the reactants needed to synthesize it. The reactants are: [C:1](=[S:3])=S.[CH2:4]([N:11]1[CH2:15][CH2:14][CH:13]([NH2:16])[CH2:12]1)[C:5]1[CH:10]=[CH:9][CH:8]=[CH:7][CH:6]=1.CCN(CC)CC.OO.Cl. (7) Given the product [O:4]1[C:12]2[CH:11]=[CH:10][N:9]=[C:8]([N:13]3[CH2:18][CH2:17][N:16]([CH2:19][CH2:20][C@H:21]4[CH2:26][CH2:25][C@H:24]([NH:27][C:40]([C:37]5[CH:36]=[N:35][C:34]([N:28]6[CH2:33][CH2:32][O:31][CH2:30][CH2:29]6)=[CH:39][N:38]=5)=[O:41])[CH2:23][CH2:22]4)[CH2:15][CH2:14]3)[C:7]=2[CH2:6][CH2:5]1, predict the reactants needed to synthesize it. The reactants are: Cl.Cl.Cl.[O:4]1[C:12]2[CH:11]=[CH:10][N:9]=[C:8]([N:13]3[CH2:18][CH2:17][N:16]([CH2:19][CH2:20][C@H:21]4[CH2:26][CH2:25][C@H:24]([NH2:27])[CH2:23][CH2:22]4)[CH2:15][CH2:14]3)[C:7]=2[CH2:6][CH2:5]1.[N:28]1([C:34]2[N:35]=[CH:36][C:37]([C:40](O)=[O:41])=[N:38][CH:39]=2)[CH2:33][CH2:32][O:31][CH2:30][CH2:29]1. (8) Given the product [OH-:22].[NH4+:1].[N:1]1([NH:8][C:9]2[N:14]=[C:13]([NH:15][C:16]3[CH:21]=[CH:20][C:19]([O:22][CH3:23])=[C:18]([Cl:24])[CH:17]=3)[N:12]=[C:11]([NH:33][CH:30]3[CH2:31][CH2:32][N:27]([CH3:26])[CH2:28][CH2:29]3)[N:10]=2)[CH2:7][CH2:6][CH2:5][CH2:4][CH2:3][CH2:2]1, predict the reactants needed to synthesize it. The reactants are: [N:1]1([NH:8][C:9]2[N:14]=[C:13]([NH:15][C:16]3[CH:21]=[CH:20][C:19]([O:22][CH3:23])=[C:18]([Cl:24])[CH:17]=3)[N:12]=[C:11](Cl)[N:10]=2)[CH2:7][CH2:6][CH2:5][CH2:4][CH2:3][CH2:2]1.[CH3:26][N:27]1[CH2:32][CH2:31][CH:30]([NH:33]C)[CH2:29][CH2:28]1.CCN(C(C)C)C(C)C. (9) Given the product [CH3:18][O:15][C@@H:10]([CH2:11][CH2:12][CH:13]=[CH2:14])[CH2:9][O:8][CH2:1][C:2]1[CH:7]=[CH:6][CH:5]=[CH:4][CH:3]=1, predict the reactants needed to synthesize it. The reactants are: [CH2:1]([O:8][CH2:9][C@@H:10]([OH:15])[CH2:11][CH2:12][CH:13]=[CH2:14])[C:2]1[CH:7]=[CH:6][CH:5]=[CH:4][CH:3]=1.[H-].[Na+].[CH3:18]I.